The task is: Predict the reactants needed to synthesize the given product.. This data is from Full USPTO retrosynthesis dataset with 1.9M reactions from patents (1976-2016). (1) Given the product [C:15]1([O:14][CH2:13][CH2:12][CH2:11][N:4]2[C:5]3[C:10](=[CH:9][CH:8]=[CH:7][CH:6]=3)[C:2]([C:47]3[CH:54]=[CH:50][CH:51]=[CH:46][C:44]=3[CH3:45])=[C:3]2[C:25]([O:27][CH2:28][CH3:29])=[O:26])[C:24]2[C:19](=[CH:20][CH:21]=[CH:22][CH:23]=2)[CH:18]=[CH:17][CH:16]=1, predict the reactants needed to synthesize it. The reactants are: Br[C:2]1[C:10]2[C:5](=[CH:6][CH:7]=[CH:8][CH:9]=2)[N:4]([CH2:11][CH2:12][CH2:13][O:14][C:15]2[C:24]3[C:19](=[CH:20][CH:21]=[CH:22][CH:23]=3)[CH:18]=[CH:17][CH:16]=2)[C:3]=1[C:25]([O:27][CH2:28][CH3:29])=[O:26].F[B-](F)(F)F.[C:44](P([C:44]([CH3:47])([CH3:46])[CH3:45])[C:44]([CH3:47])([CH3:46])[CH3:45])([CH3:47])([CH3:46])[CH3:45].[F-].[Cs+].[CH2:50]1[CH2:54]OC[CH2:51]1. (2) Given the product [OH:35][CH:34]1[C:33]2[C:32]3[C:27]([CH:26]=[CH:25][CH:24]=2)=[CH:28][CH:29]=[CH:30][C:31]=3[CH:36]1[N:14]1[CH2:15][CH2:16][CH:11]([N:4]2[C:5]3[C:10](=[CH:9][CH:8]=[CH:7][CH:6]=3)[C:2]([CH3:1])([CH2:18][C:19]3[O:20][CH:21]=[CH:22][N:23]=3)[C:3]2=[O:17])[CH2:12][CH2:13]1, predict the reactants needed to synthesize it. The reactants are: [CH3:1][C:2]1([CH2:18][C:19]2[O:20][CH:21]=[CH:22][N:23]=2)[C:10]2[C:5](=[CH:6][CH:7]=[CH:8][CH:9]=2)[N:4]([CH:11]2[CH2:16][CH2:15][NH:14][CH2:13][CH2:12]2)[C:3]1=[O:17].[CH:24]1[C:33]2[CH:34]3[CH:36]([C:31]4[C:32]=2[C:27]([CH:28]=[CH:29][CH:30]=4)=[CH:26][CH:25]=1)[O:35]3.O. (3) The reactants are: C(OC([N:8]1[CH2:13][CH2:12][CH:11]([N:14]2[C:22]3[CH:21]=[CH:20][N:19]=[CH:18][C:17]=3[C:16]([C:23]3[CH:28]=[CH:27][C:26]([Cl:29])=[CH:25][CH:24]=3)=[N:15]2)[CH2:10][CH2:9]1)=O)(C)(C)C.C(O)(C(F)(F)F)=O. Given the product [Cl:29][C:26]1[CH:27]=[CH:28][C:23]([C:16]2[C:17]3[CH:18]=[N:19][CH:20]=[CH:21][C:22]=3[N:14]([CH:11]3[CH2:12][CH2:13][NH:8][CH2:9][CH2:10]3)[N:15]=2)=[CH:24][CH:25]=1, predict the reactants needed to synthesize it. (4) Given the product [CH:1]1([C:4]2[NH:8][N:7]=[C:6]([NH:9][C:10]3[CH:11]=[CH:12][N:34]=[C:33]([NH:50][C@H:48]([C:45]4[CH:46]=[CH:47][C:42]([F:41])=[CH:43][CH:44]=4)[CH3:49])[CH:32]=3)[CH:5]=2)[CH2:2][CH2:3]1, predict the reactants needed to synthesize it. The reactants are: [CH:1]1([C:4]2[NH:8][N:7]=[C:6]([NH:9][C:10]3N=C(N[C@H](C4C=CC(F)=CC=4)C)C(CNC(=O)C)=[CH:12][C:11]=3F)[CH:5]=2)[CH2:3][CH2:2]1.[CH3:32][CH2:33][N:34](C(C)C)C(C)C.[F:41][C:42]1[CH:47]=[CH:46][C:45]([C@@H:48]([NH2:50])[CH3:49])=[CH:44][CH:43]=1. (5) The reactants are: [CH:1]1([CH2:6][CH:7]([N:11]2[C:16](=[O:17])[CH:15]=[C:14]([O:18][C:19]3[N:24]=[C:23]([CH3:25])[CH:22]=[C:21]([CH3:26])[N:20]=3)[CH:13]=[N:12]2)[C:8](O)=[O:9])[CH2:5][CH2:4][CH2:3][CH2:2]1.[CH3:27][C:28]1([CH3:40])[O:32][C@H:31]([CH2:33][N:34]2[CH:38]=[CH:37][C:36]([NH2:39])=[N:35]2)[CH2:30][O:29]1. Given the product [CH:1]1([CH2:6][CH:7]([N:11]2[C:16](=[O:17])[CH:15]=[C:14]([O:18][C:19]3[N:24]=[C:23]([CH3:25])[CH:22]=[C:21]([CH3:26])[N:20]=3)[CH:13]=[N:12]2)[C:8]([NH:39][C:36]2[CH:37]=[CH:38][N:34]([CH2:33][C@@H:31]3[CH2:30][O:29][C:28]([CH3:40])([CH3:27])[O:32]3)[N:35]=2)=[O:9])[CH2:5][CH2:4][CH2:3][CH2:2]1, predict the reactants needed to synthesize it.